From a dataset of Reaction yield outcomes from USPTO patents with 853,638 reactions. Predict the reaction yield, written as a fraction of the theoretical maximum amount of product (1.0 means a 100% yield; for example, 0.34 means a 34% yield). The reactants are [F:1][C:2]1[CH:7]=[C:6]([N+:8]([O-:10])=[O:9])[CH:5]=[CH:4][C:3]=1[N:11]1[CH2:16][CH2:15][NH:14][CH2:13][CH2:12]1.[OH-].[Na+].Cl[C:20]([O:22][CH3:23])=[O:21].Cl. The catalyst is O1CCOCC1.CCOC(C)=O. The product is [F:1][C:2]1[CH:7]=[C:6]([N+:8]([O-:10])=[O:9])[CH:5]=[CH:4][C:3]=1[N:11]1[CH2:16][CH2:15][N:14]([C:20]([O:22][CH3:23])=[O:21])[CH2:13][CH2:12]1. The yield is 0.930.